This data is from Forward reaction prediction with 1.9M reactions from USPTO patents (1976-2016). The task is: Predict the product of the given reaction. (1) Given the reactants [NH2:1][C:2]1[N:10]=[CH:9][N:8]=[C:7]2[C:3]=1[N:4]([C:17]1[CH:22]=[CH:21][C:20]([O:23][C:24]3[CH:29]=[CH:28][CH:27]=[CH:26][CH:25]=3)=[CH:19][CH:18]=1)[C:5](=[O:16])[N:6]2[C@@H:11]1[CH2:15][CH2:14][NH:13][CH2:12]1.Cl.[CH:31]1([N:35]([CH3:42])[CH2:36]/[CH:37]=[CH:38]/[C:39](O)=[O:40])[CH2:34][CH2:33][CH2:32]1.CCN(C(C)C)C(C)C.CN(C(ON1N=NC2C=CC=CC1=2)=[N+](C)C)C.F[P-](F)(F)(F)(F)F, predict the reaction product. The product is: [NH2:1][C:2]1[N:10]=[CH:9][N:8]=[C:7]2[C:3]=1[N:4]([C:17]1[CH:18]=[CH:19][C:20]([O:23][C:24]3[CH:25]=[CH:26][CH:27]=[CH:28][CH:29]=3)=[CH:21][CH:22]=1)[C:5](=[O:16])[N:6]2[C@@H:11]1[CH2:15][CH2:14][N:13]([C:39](=[O:40])/[CH:38]=[CH:37]/[CH2:36][N:35]([CH:31]2[CH2:34][CH2:33][CH2:32]2)[CH3:42])[CH2:12]1. (2) Given the reactants Cl[C:2]1[CH:7]=[CH:6][N:5]=[C:4]2[CH:8]=[C:9]([I:11])[S:10][C:3]=12.[CH2:12]([C:19]1[NH:24][C:23](=[O:25])[C:22]([C:26]2[CH:31]=[CH:30][C:29]([OH:32])=[C:28]([F:33])[CH:27]=2)=[CH:21][N:20]=1)[C:13]1[CH:18]=[CH:17][CH:16]=[CH:15][CH:14]=1.C([O-])([O-])=O.[Cs+].[Cs+], predict the reaction product. The product is: [CH2:12]([C:19]1[NH:24][C:23](=[O:25])[C:22]([C:26]2[CH:31]=[CH:30][C:29]([O:32][C:2]3[CH:7]=[CH:6][N:5]=[C:4]4[CH:8]=[C:9]([I:11])[S:10][C:3]=34)=[C:28]([F:33])[CH:27]=2)=[CH:21][N:20]=1)[C:13]1[CH:18]=[CH:17][CH:16]=[CH:15][CH:14]=1. (3) Given the reactants [CH2:1]([O:8][C:9]1[CH:14]=[CH:13][C:12]([CH:15](C(OCC)=O)[C:16]([O:18]CC)=[O:17])=[C:11]([N+:26]([O-:28])=[O:27])[CH:10]=1)[C:2]1[CH:7]=[CH:6][CH:5]=[CH:4][CH:3]=1.[OH-].[Na+], predict the reaction product. The product is: [CH2:1]([O:8][C:9]1[CH:14]=[CH:13][C:12]([CH2:15][C:16]([OH:18])=[O:17])=[C:11]([N+:26]([O-:28])=[O:27])[CH:10]=1)[C:2]1[CH:3]=[CH:4][CH:5]=[CH:6][CH:7]=1. (4) Given the reactants Cl.[CH2:2]([N:6]1[C:10]([C:11]([O:13][CH2:14][CH3:15])=[O:12])=[C:9]([C:16]([S:18][CH3:19])=N)[N:8]=[C:7]1[N:20]1[CH2:25][CH2:24][N:23]([C:26]([O:28][C:29]([CH3:32])([CH3:31])[CH3:30])=[O:27])[CH2:22][CH2:21]1)[C:3]#[C:4][CH3:5].C([OH:35])C, predict the reaction product. The product is: [CH2:2]([N:6]1[C:10]([C:11]([O:13][CH2:14][CH3:15])=[O:12])=[C:9]([C:16]([S:18][CH3:19])=[O:35])[N:8]=[C:7]1[N:20]1[CH2:25][CH2:24][N:23]([C:26]([O:28][C:29]([CH3:31])([CH3:32])[CH3:30])=[O:27])[CH2:22][CH2:21]1)[C:3]#[C:4][CH3:5]. (5) The product is: [F:29][C:27]1[C:25](=[O:26])[NH:24][C:22](=[O:23])[N:21]([CH:28]=1)[C@@H:19]1[O:20][C@H:16]([CH3:15])[C@@H:17]([OH:31])[C@H:18]1[OH:30]. Given the reactants C([SnH](CCCC)CCCC)CCC.I[CH2:15][C@H:16]1[O:20][C@@H:19]([N:21]2[CH:28]=[C:27]([F:29])[C:25](=[O:26])[NH:24][C:22]2=[O:23])[C@H:18]([OH:30])[C@@H:17]1[OH:31].CO, predict the reaction product. (6) Given the reactants [C:1]([O-:11])(=[O:10])[C@@H:2]([C:4]1[CH:9]=[CH:8][CH:7]=[CH:6][CH:5]=1)[OH:3].Cl, predict the reaction product. The product is: [C:1]([OH:11])(=[O:10])[C@H:2]([C:4]1[CH:9]=[CH:8][CH:7]=[CH:6][CH:5]=1)[OH:3].